Dataset: Full USPTO retrosynthesis dataset with 1.9M reactions from patents (1976-2016). Task: Predict the reactants needed to synthesize the given product. (1) Given the product [OH:2][C:3]1[CH:4]=[CH:5][C:6]([C:9]([CH3:13])([CH3:12])[C:10]#[N:11])=[CH:7][CH:8]=1, predict the reactants needed to synthesize it. The reactants are: C[O:2][C:3]1[CH:8]=[CH:7][C:6]([C:9]([CH3:13])([CH3:12])[C:10]#[N:11])=[CH:5][CH:4]=1.B(Br)(Br)Br. (2) Given the product [O:14]1[CH:18]2[O:19][CH2:20][CH2:21][CH:17]2[CH:16]([O:22][C:23](=[O:41])[NH:24][CH:25]([CH2:34][C:35]2[CH:36]=[CH:37][CH:38]=[CH:39][CH:40]=2)[CH:26]([OH:33])[CH2:27][N:28]([S:10]([C:8]2[CH:7]=[CH:6][C:5]3[O:1][CH:2]=[CH:3][C:4]=3[CH:9]=2)(=[O:12])=[O:11])[CH2:29][CH:30]([CH3:32])[CH3:31])[CH2:15]1, predict the reactants needed to synthesize it. The reactants are: [O:1]1[C:5]2[CH:6]=[CH:7][C:8]([S:10](Cl)(=[O:12])=[O:11])=[CH:9][C:4]=2[CH:3]=[CH:2]1.[O:14]1[CH:18]2[O:19][CH2:20][CH2:21][CH:17]2[CH:16]([O:22][C:23](=[O:41])[NH:24][CH:25]([CH2:34][C:35]2[CH:40]=[CH:39][CH:38]=[CH:37][CH:36]=2)[CH:26]([OH:33])[CH2:27][NH:28][CH2:29][CH:30]([CH3:32])[CH3:31])[CH2:15]1.C([O-])(O)=O.[Na+]. (3) Given the product [F:42][C:38]1[CH:37]=[C:36]([CH:41]=[CH:40][CH:39]=1)[CH2:35][N:31]1[C:32]2[C:28](=[CH:27][C:26]([NH:25][C:23]3[C:24]4=[C:16]([CH2:15][N:14]([CH3:43])[CH:11]5[CH2:10][CH2:9][NH:8][CH2:13][CH2:12]5)[CH:17]=[CH:18][N:19]4[N:20]=[CH:21][N:22]=3)=[CH:34][CH:33]=2)[CH:29]=[N:30]1, predict the reactants needed to synthesize it. The reactants are: C(OC([N:8]1[CH2:13][CH2:12][CH:11]([NH:14][CH2:15][C:16]2[CH:17]=[CH:18][N:19]3[C:24]=2[C:23]([NH:25][C:26]2[CH:27]=[C:28]4[C:32](=[CH:33][CH:34]=2)[N:31]([CH2:35][C:36]2[CH:41]=[CH:40][CH:39]=[C:38]([F:42])[CH:37]=2)[N:30]=[CH:29]4)=[N:22][CH:21]=[N:20]3)[CH2:10][CH2:9]1)=O)(C)(C)C.[C:43](O)(C(F)(F)F)=O.